From a dataset of hERG potassium channel inhibition data for cardiac toxicity prediction from Karim et al.. Regression/Classification. Given a drug SMILES string, predict its toxicity properties. Task type varies by dataset: regression for continuous values (e.g., LD50, hERG inhibition percentage) or binary classification for toxic/non-toxic outcomes (e.g., AMES mutagenicity, cardiotoxicity, hepatotoxicity). Dataset: herg_karim. (1) The compound is COCCOc1cc2ncc(C(N)=O)c(Nc3cccc(Cl)c3F)c2cc1N1CCN(C)CC1. The result is 0 (non-blocker). (2) The drug is O=C1OC2(CCC(c3nc4ccc(OC(F)(F)F)cc4[nH]3)CC2)CN1c1ccc(F)cc1. The result is 1 (blocker).